This data is from Reaction yield outcomes from USPTO patents with 853,638 reactions. The task is: Predict the reaction yield, written as a fraction of the theoretical maximum amount of product (1.0 means a 100% yield; for example, 0.34 means a 34% yield). (1) The reactants are [P:1]([O:13][CH2:14][N:15]1[CH:20]=[CH:19][C:18]([NH:21][C:22](=[O:41])[C:23]2[CH:28]=[C:27]([Cl:29])[C:26]([Cl:30])=[CH:25][C:24]=2[O:31][C:32]2[CH:37]=[CH:36][C:35]([F:38])=[CH:34][C:33]=2[O:39][CH3:40])=[CH:17][C:16]1=[O:42])([O:8]C(C)(C)C)([O:3]C(C)(C)C)=[O:2].CC(O)=O. The catalyst is CC#N.O. The product is [P:1]([OH:3])([OH:8])([O:13][CH2:14][N:15]1[CH:20]=[CH:19][C:18]([NH:21][C:22](=[O:41])[C:23]2[CH:28]=[C:27]([Cl:29])[C:26]([Cl:30])=[CH:25][C:24]=2[O:31][C:32]2[CH:37]=[CH:36][C:35]([F:38])=[CH:34][C:33]=2[O:39][CH3:40])=[CH:17][C:16]1=[O:42])=[O:2]. The yield is 0.546. (2) The catalyst is ClCCl.CO.ClCCCl. The yield is 0.630. The reactants are [NH2:1][CH2:2][CH2:3][NH:4][C@@H:5]([C@@H:13]([CH3:16])[CH2:14][CH3:15])[C:6]([O:8][C:9]([CH3:12])([CH3:11])[CH3:10])=[O:7].[CH3:17][C:18]1[N:23]=[C:22]([CH:24]=O)[CH:21]=[CH:20][CH:19]=1.S([O-])([O-])(=O)=O.[Mg+2].[BH4-].[Na+].C1C(=O)N(OC(ON2C(=O)CCC2=O)=O)[C:36](=[O:37])C1.C(N(CC)CC)C. The product is [CH3:16][C@@H:13]([CH2:14][CH3:15])[C@H:5]([N:4]1[CH2:3][CH2:2][N:1]([CH2:24][C:22]2[CH:21]=[CH:20][CH:19]=[C:18]([CH3:17])[N:23]=2)[C:36]1=[O:37])[C:6]([O:8][C:9]([CH3:10])([CH3:11])[CH3:12])=[O:7].